Dataset: Full USPTO retrosynthesis dataset with 1.9M reactions from patents (1976-2016). Task: Predict the reactants needed to synthesize the given product. Given the product [F:19][C:18]([F:20])([F:21])[C:15]1[CH:14]=[CH:13][C:12]([C:10]2[N:7]=[C:5]([CH2:4][CH2:3][CH2:2][OH:1])[S:6][CH:9]=2)=[CH:17][CH:16]=1, predict the reactants needed to synthesize it. The reactants are: [OH:1][CH2:2][CH2:3][CH2:4][C:5]([NH2:7])=[S:6].Br[CH2:9][C:10]([C:12]1[CH:17]=[CH:16][C:15]([C:18]([F:21])([F:20])[F:19])=[CH:14][CH:13]=1)=O.